This data is from Catalyst prediction with 721,799 reactions and 888 catalyst types from USPTO. The task is: Predict which catalyst facilitates the given reaction. Reactant: [C:1]1(=[O:11])[O:6][C:4](=O)[C:3]2[CH2:7][CH2:8][CH2:9][CH2:10][C:2]1=2.[CH3:12][O:13][C:14](=[O:35])[CH:15]=P(C1C=CC=CC=1)(C1C=CC=CC=1)C1C=CC=CC=1. Product: [CH3:12][O:13][C:14](=[O:35])/[CH:15]=[C:4]1/[O:6][C:1](=[O:11])[C:2]2[CH2:10][CH2:9][CH2:8][CH2:7][C:3]/1=2. The catalyst class is: 22.